Dataset: Reaction yield outcomes from USPTO patents with 853,638 reactions. Task: Predict the reaction yield, written as a fraction of the theoretical maximum amount of product (1.0 means a 100% yield; for example, 0.34 means a 34% yield). (1) The yield is 0.520. The reactants are [F:1][C:2]1[CH:11]=[C:10]([C:12]2[C:13]([CH3:53])([CH3:52])[C@H:14]3[C@:27]([CH3:30])([CH2:28][CH:29]=2)[C@@H:26]2[C@:17]([CH3:51])([C@@:18]4([CH3:50])[C@H:23]([CH2:24][CH2:25]2)[C@H:22]2[C@H:31]([C:34]([CH3:36])=[CH2:35])[CH2:32][CH2:33][C@:21]2([NH:37][CH2:38][CH2:39][N:40]2[CH2:45][CH2:44][N:43]([S:46]([CH3:49])(=[O:48])=[O:47])[CH2:42][CH2:41]2)[CH2:20][CH2:19]4)[CH2:16][CH2:15]3)[CH:9]=[CH:8][C:3]=1[C:4]([O:6]C)=[O:5].[OH-].[Na+]. The product is [F:1][C:2]1[CH:11]=[C:10]([C:12]2[C:13]([CH3:53])([CH3:52])[C@H:14]3[C@:27]([CH3:30])([CH2:28][CH:29]=2)[C@@H:26]2[C@:17]([CH3:51])([C@@:18]4([CH3:50])[C@H:23]([CH2:24][CH2:25]2)[C@H:22]2[C@H:31]([C:34]([CH3:36])=[CH2:35])[CH2:32][CH2:33][C@:21]2([NH:37][CH2:38][CH2:39][N:40]2[CH2:41][CH2:42][N:43]([S:46]([CH3:49])(=[O:48])=[O:47])[CH2:44][CH2:45]2)[CH2:20][CH2:19]4)[CH2:16][CH2:15]3)[CH:9]=[CH:8][C:3]=1[C:4]([OH:6])=[O:5]. The catalyst is O1CCOCC1.CO. (2) The reactants are Br[C:2]1[CH:7]=[CH:6][CH:5]=[CH:4][CH:3]=1.[CH2:8]([N:15]1[CH2:20][CH2:19][NH:18][C:17](=[O:21])[CH2:16]1)[C:9]1[CH:14]=[CH:13][CH:12]=[CH:11][CH:10]=1.C(=O)([O-])[O-].[K+].[K+]. The catalyst is [Cu]I. The product is [CH2:8]([N:15]1[CH2:20][CH2:19][N:18]([C:2]2[CH:7]=[CH:6][CH:5]=[CH:4][CH:3]=2)[C:17](=[O:21])[CH2:16]1)[C:9]1[CH:10]=[CH:11][CH:12]=[CH:13][CH:14]=1. The yield is 0.500. (3) The reactants are [CH2:1]([C@H:8]([NH:29][C:30](=[O:40])[O:31][C@@H:32]1[C@H:39]2[C@H:35]([O:36][CH2:37][CH2:38]2)[O:34][CH2:33]1)[C@@H:9]([OH:28])[CH:10]([NH:17][S:18]([C:21]1[CH:26]=[CH:25][CH:24]=[C:23]([OH:27])[CH:22]=1)(=[O:20])=[O:19])[O:11][CH:12]1[CH2:16][CH2:15][CH2:14][CH2:13]1)[C:2]1[CH:7]=[CH:6][CH:5]=[CH:4][CH:3]=1.Br[CH:42]([CH3:44])[CH3:43].C(=O)([O-])[O-].[K+].[K+]. The catalyst is [I-].C([N+](CCCC)(CCCC)CCCC)CCC.CN(C=O)C. The product is [CH2:1]([C@H:8]([NH:29][C:30](=[O:40])[O:31][C@@H:32]1[C@H:39]2[C@H:35]([O:36][CH2:37][CH2:38]2)[O:34][CH2:33]1)[C@@H:9]([OH:28])[CH:10]([NH:17][S:18]([C:21]1[CH:26]=[CH:25][CH:24]=[C:23]([O:27][CH:42]([CH3:44])[CH3:43])[CH:22]=1)(=[O:20])=[O:19])[O:11][CH:12]1[CH2:13][CH2:14][CH2:15][CH2:16]1)[C:2]1[CH:7]=[CH:6][CH:5]=[CH:4][CH:3]=1. The yield is 0.480. (4) The reactants are CCN(C(C)C)C(C)C.[CH2:10]([O:17][N:18]1[C:24](=[O:25])[N:23]2[CH2:26][C@H:19]1[CH2:20][CH2:21][C@H:22]2[C:27]([NH:29][NH2:30])=[O:28])[C:11]1[CH:16]=[CH:15][CH:14]=[CH:13][CH:12]=1.[C:31]([O:35][C:36]([NH:38][CH2:39][CH2:40][C:41](O)=[O:42])=[O:37])([CH3:34])([CH3:33])[CH3:32].CN(C(ON1N=NC2C=CC=NC1=2)=[N+](C)C)C.F[P-](F)(F)(F)(F)F. The catalyst is CN(C=O)C. The product is [CH2:10]([O:17][N:18]1[C:24](=[O:25])[N:23]2[CH2:26][C@H:19]1[CH2:20][CH2:21][C@H:22]2[C:27]([NH:29][NH:30][C:41](=[O:42])[CH2:40][CH2:39][NH:38][C:36](=[O:37])[O:35][C:31]([CH3:32])([CH3:33])[CH3:34])=[O:28])[C:11]1[CH:16]=[CH:15][CH:14]=[CH:13][CH:12]=1. The yield is 0.870. (5) The reactants are [NH2:1][C:2]1[C:3]([C:17]([O-:19])=[O:18])=[N:4][C:5]([C:9]2[C:14]([F:15])=[CH:13][CH:12]=[CH:11][C:10]=2[F:16])=[C:6]([F:8])[CH:7]=1.[Li+].[OH-]. No catalyst specified. The product is [NH2:1][C:2]1[C:3]([C:17]([OH:19])=[O:18])=[N:4][C:5]([C:9]2[C:14]([F:15])=[CH:13][CH:12]=[CH:11][C:10]=2[F:16])=[C:6]([F:8])[CH:7]=1. The yield is 0.790. (6) The reactants are Br[CH2:2][C:3]1[C:8]([N+:9]([O-:11])=[O:10])=[CH:7][CH:6]=[CH:5][N:4]=1.[F:12][C:13]1[CH:18]=[CH:17][C:16]([NH:19][CH3:20])=[CH:15][CH:14]=1. No catalyst specified. The product is [F:12][C:13]1[CH:18]=[CH:17][C:16]([N:19]([CH3:20])[CH2:2][C:3]2[C:8]([N+:9]([O-:11])=[O:10])=[CH:7][CH:6]=[CH:5][N:4]=2)=[CH:15][CH:14]=1. The yield is 0.800. (7) The reactants are [Br:1][C:2]1[CH:3]=[C:4](I)[C:5]2[O:14][C:13]3[CH2:12][CH2:11][N:10]([C:15]([O:17][C:18]([CH3:21])([CH3:20])[CH3:19])=[O:16])[CH2:9][C:8]=3[C:6]=2[CH:7]=1.C([Mg]Br)(C)C.[CH3:28][CH:29]1[CH2:31][O:30]1. The catalyst is C1COCC1. The product is [Br:1][C:2]1[CH:3]=[C:4]([CH2:28][CH:29]([OH:30])[CH3:31])[C:5]2[O:14][C:13]3[CH2:12][CH2:11][N:10]([C:15]([O:17][C:18]([CH3:21])([CH3:20])[CH3:19])=[O:16])[CH2:9][C:8]=3[C:6]=2[CH:7]=1. The yield is 0.170. (8) The reactants are [O:1]=[S:2]1(=[O:21])[NH:6][CH2:5][C:4](=[O:7])[N:3]1[CH2:8][CH2:9][NH:10]C(=O)OCC1C=CC=CC=1.[ClH:22].O1CCOCC1. The catalyst is CO.[Pd]. The product is [ClH:22].[NH2:10][CH2:9][CH2:8][N:3]1[C:4](=[O:7])[CH2:5][NH:6][S:2]1(=[O:1])=[O:21]. The yield is 0.860.